Dataset: Reaction yield outcomes from USPTO patents with 853,638 reactions. Task: Predict the reaction yield, written as a fraction of the theoretical maximum amount of product (1.0 means a 100% yield; for example, 0.34 means a 34% yield). (1) The reactants are [Br:1][C:2]1[CH:3]=[C:4]2[C:8](=[CH:9][CH:10]=1)[NH:7][N:6]=[C:5]2[CH:11]=[O:12].[O:13]1[CH:18]=[CH:17][CH2:16][CH2:15][CH2:14]1.C(=O)(O)[O-].[Na+]. The catalyst is C(Cl)Cl.O.C1(C)C=CC(S(O)(=O)=O)=CC=1. The product is [Br:1][C:2]1[CH:3]=[C:4]2[C:8](=[CH:9][CH:10]=1)[N:7]([CH:14]1[CH2:15][CH2:16][CH2:17][CH2:18][O:13]1)[N:6]=[C:5]2[CH:11]=[O:12]. The yield is 0.560. (2) The reactants are [CH2:1]([O:3][C:4]1[CH:5]=[C:6]([CH:12]([N:18]2[C:26](=[O:27])[C:25]3[C:20](=[CH:21][CH:22]=[C:23]([N+:31]([O-])=O)[C:24]=3[N+:28]([O-])=O)[C:19]2=[O:34])[CH2:13][S:14]([CH3:17])(=[O:16])=[O:15])[CH:7]=[CH:8][C:9]=1[O:10][CH3:11])[CH3:2]. The catalyst is C(OCC)(=O)C.[Pd]. The product is [CH2:1]([O:3][C:4]1[CH:5]=[C:6]([CH:12]([N:18]2[C:26](=[O:27])[C:25]3[C:20](=[CH:21][CH:22]=[C:23]([NH2:31])[C:24]=3[NH2:28])[C:19]2=[O:34])[CH2:13][S:14]([CH3:17])(=[O:16])=[O:15])[CH:7]=[CH:8][C:9]=1[O:10][CH3:11])[CH3:2]. The yield is 0.730. (3) The reactants are CN(C(ON1N=NC2C=CC=NC1=2)=[N+](C)C)C.F[P-](F)(F)(F)(F)F.[C:25]([O:29][C:30]([NH:32][CH2:33][C:34]1([C:49]([OH:51])=O)[CH2:39][CH2:38][N:37]([C:40]2[C:41]3[CH:48]=[CH:47][NH:46][C:42]=3[N:43]=[CH:44][N:45]=2)[CH2:36][CH2:35]1)=[O:31])([CH3:28])([CH3:27])[CH3:26].[Cl:52][C:53]1[CH:58]=[CH:57][C:56]([C@@H:59]([NH2:61])[CH3:60])=[CH:55][CH:54]=1.CCN(C(C)C)C(C)C. The catalyst is CC(N(C)C)=O. The product is [Cl:52][C:53]1[CH:58]=[CH:57][C:56]([C@@H:59]([NH:61][C:49]([C:34]2([CH2:33][NH:32][C:30](=[O:31])[O:29][C:25]([CH3:28])([CH3:27])[CH3:26])[CH2:35][CH2:36][N:37]([C:40]3[C:41]4[CH:48]=[CH:47][NH:46][C:42]=4[N:43]=[CH:44][N:45]=3)[CH2:38][CH2:39]2)=[O:51])[CH3:60])=[CH:55][CH:54]=1. The yield is 0.830. (4) The reactants are [F:1][C:2]1[CH:7]=[C:6]([C:8]2[C:17]([N:18]([CH:20]([CH3:22])[CH3:21])[CH3:19])=[N:16][C:15]3[C:10](=[CH:11][CH:12]=[C:13]([C:23]([O:25]C)=[O:24])[CH:14]=3)[N:9]=2)[CH:5]=[CH:4][N:3]=1.[OH-].[Na+]. The catalyst is CO.C(Cl)(Cl)Cl.O. The product is [F:1][C:2]1[CH:7]=[C:6]([C:8]2[C:17]([N:18]([CH:20]([CH3:22])[CH3:21])[CH3:19])=[N:16][C:15]3[C:10](=[CH:11][CH:12]=[C:13]([C:23]([OH:25])=[O:24])[CH:14]=3)[N:9]=2)[CH:5]=[CH:4][N:3]=1. The yield is 0.420. (5) The reactants are [CH3:1][C:2]1([CH3:35])[CH2:10][C@H:9]([NH:11][C:12]2[C:17]([F:18])=[CH:16][N:15]=[C:14]([NH:19][C:20]3[C:21]([F:34])=[CH:22][C:23](Br)=[C:24]([N:26]4[C:30](=[O:31])[N:29]([CH3:32])[N:28]=[N:27]4)[CH:25]=3)[N:13]=2)[CH2:8][C@H:7]2[N:3]1[CH2:4][CH2:5][CH2:6]2.C(=O)([O-])[O-].[Na+].[Na+].[CH:42](B1OC(C)(C)C(C)(C)O1)=[CH2:43]. The catalyst is C(COC)OC.C(O)C.O.Cl[Pd](Cl)([P](C1C=CC=CC=1)(C1C=CC=CC=1)C1C=CC=CC=1)[P](C1C=CC=CC=1)(C1C=CC=CC=1)C1C=CC=CC=1. The product is [CH3:1][C:2]1([CH3:35])[CH2:10][C@H:9]([NH:11][C:12]2[C:17]([F:18])=[CH:16][N:15]=[C:14]([NH:19][C:20]3[C:21]([F:34])=[CH:22][C:23]([CH:42]=[CH2:43])=[C:24]([N:26]4[C:30](=[O:31])[N:29]([CH3:32])[N:28]=[N:27]4)[CH:25]=3)[N:13]=2)[CH2:8][C@H:7]2[N:3]1[CH2:4][CH2:5][CH2:6]2. The yield is 0.720. (6) The reactants are [CH3:1][NH:2][CH2:3][CH2:4][C:5]#[C:6][C:7]1[CH:12]=[CH:11][CH:10]=[CH:9][N:8]=1.[F:13][C:14]1[CH:22]=[CH:21][CH:20]=[CH:19][C:15]=1[C:16](Cl)=[O:17]. No catalyst specified. The product is [F:13][C:14]1[CH:22]=[CH:21][CH:20]=[CH:19][C:15]=1[C:16]([N:2]([CH3:1])[CH2:3][CH2:4][C:5]#[C:6][C:7]1[CH:12]=[CH:11][CH:10]=[CH:9][N:8]=1)=[O:17]. The yield is 0.320. (7) The reactants are [F:1][C:2]1[CH:23]=[CH:22][C:5]([CH2:6][N:7]2[C:11](=[O:12])[N:10]([C:13]3[S:14][C:15]([C:19]([NH2:21])=O)=[C:16]([CH3:18])[N:17]=3)[CH:9]=[N:8]2)=[CH:4][CH:3]=1.N1C=CC=CC=1.FC(F)(F)C(OC(=O)C(F)(F)F)=O. The catalyst is O1CCOCC1. The product is [F:1][C:2]1[CH:23]=[CH:22][C:5]([CH2:6][N:7]2[C:11](=[O:12])[N:10]([C:13]3[S:14][C:15]([C:19]#[N:21])=[C:16]([CH3:18])[N:17]=3)[CH:9]=[N:8]2)=[CH:4][CH:3]=1. The yield is 0.630.